From a dataset of Peptide-MHC class II binding affinity with 134,281 pairs from IEDB. Regression. Given a peptide amino acid sequence and an MHC pseudo amino acid sequence, predict their binding affinity value. This is MHC class II binding data. The peptide sequence is WTGGGSDKALAAATP. The MHC is HLA-DPA10103-DPB10201 with pseudo-sequence HLA-DPA10103-DPB10201. The binding affinity (normalized) is 0.